This data is from Full USPTO retrosynthesis dataset with 1.9M reactions from patents (1976-2016). The task is: Predict the reactants needed to synthesize the given product. (1) Given the product [ClH:28].[Cl:28][C:11]1[CH:12]=[CH:13][C:14]2[CH2:15][CH2:16][NH:17][CH2:18][CH2:19][C:20]=2[C:10]=1[S:9][CH2:8][C:5]1[CH:4]=[CH:3][C:2]([N:29]2[CH2:33][CH2:32][CH2:31][CH2:30]2)=[CH:7][N:6]=1, predict the reactants needed to synthesize it. The reactants are: Br[C:2]1[CH:3]=[CH:4][C:5]([CH2:8][S:9][C:10]2[C:20]3[CH2:19][CH2:18][N:17](C(OC(C)(C)C)=O)[CH2:16][CH2:15][C:14]=3[CH:13]=[CH:12][C:11]=2[Cl:28])=[N:6][CH:7]=1.[NH:29]1[CH2:33][CH2:32][CH2:31][CH2:30]1. (2) The reactants are: [Cl:1][C:2]1[CH:7]=[CH:6][C:5]([CH:8]2[C:12]3[NH:13][C:14]([C:16]([O:18]CC)=[O:17])=[CH:15][C:11]=3[CH2:10][CH2:9]2)=[CH:4][CH:3]=1.[OH-].[Na+].CO. Given the product [Cl:1][C:2]1[CH:3]=[CH:4][C:5]([CH:8]2[C:12]3[NH:13][C:14]([C:16]([OH:18])=[O:17])=[CH:15][C:11]=3[CH2:10][CH2:9]2)=[CH:6][CH:7]=1, predict the reactants needed to synthesize it. (3) Given the product [CH3:1][C:2]1[C:7]([CH2:8][OH:9])=[CH:6][CH:5]=[CH:4][N:3]=1, predict the reactants needed to synthesize it. The reactants are: [CH3:1][C:2]1[C:7]([CH:8]=[O:9])=[CH:6][CH:5]=[CH:4][N:3]=1.N1C2C=CC=CC=2N=C1CN(C1C2N=CC=CC=2CCC1)CC1C=CC(CN)=CC=1.CC(O)=O.[BH-](OC(C)=O)(OC(C)=O)OC(C)=O.[Na+]. (4) Given the product [CH2:27]([O:24][C:22]([C:21]1[N:17]=[C:15]([CH2:14][C:12]2[O:13][C:9]([C:4](=[O:8])[CH3:3])=[CH:10][CH:11]=2)[S:16][CH:20]=1)=[O:23])[CH3:28], predict the reactants needed to synthesize it. The reactants are: N#N.[CH3:3][C:4]1([C:9]2[O:13][C:12]([CH2:14][C:15]([NH2:17])=[S:16])=[CH:11][CH:10]=2)[O:8]CCO1.C([CH:20](Br)[C:21](=O)[C:22]([O-:24])=[O:23])C.[CH2:27](O)[CH3:28]. (5) Given the product [C:31]([NH:24]/[N:23]=[C:21](\[C:18]1[N:17]=[C:16]2[N:12]([CH2:11][C:7]3[CH:6]=[C:5]4[C:10](=[CH:9][CH:8]=3)[N:1]=[CH:2][CH:3]=[CH:4]4)[N:13]=[N:14][C:15]2=[N:20][CH:19]=1)/[NH2:22])(=[O:33])[CH3:32], predict the reactants needed to synthesize it. The reactants are: [N:1]1[C:10]2[C:5](=[CH:6][C:7]([CH2:11][N:12]3[C:16]4=[N:17][C:18]([C:21](=[N:23][NH2:24])[NH2:22])=[CH:19][N:20]=[C:15]4[N:14]=[N:13]3)=[CH:8][CH:9]=2)[CH:4]=[CH:3][CH:2]=1.N1C=CC=CC=1.[C:31](OC(=O)C)(=[O:33])[CH3:32]. (6) The reactants are: C[O:2][C:3](=[O:11])[CH2:4][CH2:5][C:6]1[N:7]=[N:8][NH:9][N:10]=1.[OH-].[Na+]. Given the product [N:7]1[NH:8][N:9]=[N:10][C:6]=1[CH2:5][CH2:4][C:3]([OH:11])=[O:2], predict the reactants needed to synthesize it.